From a dataset of Full USPTO retrosynthesis dataset with 1.9M reactions from patents (1976-2016). Predict the reactants needed to synthesize the given product. (1) Given the product [P:48]([OH:52])([OH:49])([O:17][C:15]1[CH:14]=[C:13]([F:18])[CH:12]=[C:11]([C:10]2[C:3]3[C:4](=[N:5][CH:6]=[N:7][C:2]=3[NH2:1])[N:8]([CH2:19][C:20]3[N:21]([C:32]4[CH:37]=[CH:36][CH:35]=[CH:34][C:33]=4[CH3:38])[C:22](=[O:31])[C:23]4[C:28]([CH:29]=3)=[CH:27][CH:26]=[CH:25][C:24]=4[CH3:30])[N:9]=2)[CH:16]=1)=[O:47].[P:48]([O:49][CH2:50][CH3:51])([O:47][CH2:45][CH3:46])([O:17][C:15]1[CH:14]=[C:13]([F:18])[CH:12]=[C:11]([C:10]2[C:3]3[C:4](=[N:5][CH:6]=[N:7][C:2]=3[NH2:1])[N:8]([CH2:19][C:20]3[N:21]([C:32]4[CH:37]=[CH:36][CH:35]=[CH:34][C:33]=4[CH3:38])[C:22](=[O:31])[C:23]4[C:28]([CH:29]=3)=[CH:27][CH:26]=[CH:25][C:24]=4[CH3:30])[N:9]=2)[CH:16]=1)=[O:52], predict the reactants needed to synthesize it. The reactants are: [NH2:1][C:2]1[N:7]=[CH:6][N:5]=[C:4]2[N:8]([CH2:19][C:20]3[N:21]([C:32]4[CH:37]=[CH:36][CH:35]=[CH:34][C:33]=4[CH3:38])[C:22](=[O:31])[C:23]4[C:28]([CH:29]=3)=[CH:27][CH:26]=[CH:25][C:24]=4[CH3:30])[N:9]=[C:10]([C:11]3[CH:16]=[C:15]([OH:17])[CH:14]=[C:13]([F:18])[CH:12]=3)[C:3]=12.[Al].C(Br)(Br)(Br)Br.[CH2:45]([O:47][P:48]([O-:52])[O:49][CH2:50][CH3:51])[CH3:46].C(N(CC)CC)C. (2) Given the product [CH:1]1([C:4]2[O:5][C:6]3[C:7](=[C:9]([C:17]#[N:18])[C:10]([CH3:16])=[C:11]([CH2:14][CH3:15])[C:12]=3[F:13])[N:8]=2)[CH2:3][CH2:2]1, predict the reactants needed to synthesize it. The reactants are: [CH:1]1([C:4]2[O:5][C:6]3[C:7](=[C:9]([C:17]#[N:18])[C:10]([CH3:16])=[C:11]([CH:14]=[CH2:15])[C:12]=3[F:13])[N:8]=2)[CH2:3][CH2:2]1.[H][H]. (3) Given the product [C:48]([O:47][C:45]([NH:44][C@@H:36]1[C:35](=[O:52])[N:14]2[CH2:15][C@H:16]([O:18][C:19]3[C:20]4[S:34][CH:33]=[CH:32][C:21]=4[N:22]=[C:23]([C:25]4[N:26]([CH3:31])[N:27]=[C:28]([CH3:30])[CH:29]=4)[N:24]=3)[CH2:17][C@H:13]2[C:11](=[O:12])[NH:10][C@:5]2([C:3]([O:2][CH3:1])=[O:4])[CH2:6][C@H:7]2[CH:43]=[CH:42][CH2:41][CH2:40][CH2:39][CH2:38][CH2:37]1)=[O:46])([CH3:51])([CH3:49])[CH3:50], predict the reactants needed to synthesize it. The reactants are: [CH3:1][O:2][C:3]([C:5]1([NH:10][C:11]([CH:13]2[CH2:17][CH:16]([O:18][C:19]3[C:20]4[S:34][CH:33]=[CH:32][C:21]=4[N:22]=[C:23]([C:25]4[N:26]([CH3:31])[N:27]=[C:28]([CH3:30])[CH:29]=4)[N:24]=3)[CH2:15][N:14]2[C:35](=[O:52])[CH:36]([NH:44][C:45]([O:47][C:48]([CH3:51])([CH3:50])[CH3:49])=[O:46])[CH2:37][CH2:38][CH2:39][CH2:40][CH2:41][CH:42]=[CH2:43])=[O:12])[CH2:7][CH:6]1C=C)=[O:4]. (4) Given the product [Cl:14][C:15]1[CH:22]=[CH:21][C:18]([CH:19]2[S:26][CH2:25][C:24](=[O:27])[NH:7][C:6]3[N:2]([CH3:1])[N:3]=[C:4]([C:8]4[CH:13]=[CH:12][CH:11]=[CH:10][N:9]=4)[C:5]2=3)=[C:17]([CH3:23])[CH:16]=1, predict the reactants needed to synthesize it. The reactants are: [CH3:1][N:2]1[C:6]([NH2:7])=[CH:5][C:4]([C:8]2[CH:13]=[CH:12][CH:11]=[CH:10][N:9]=2)=[N:3]1.[Cl:14][C:15]1[CH:22]=[CH:21][C:18]([CH:19]=O)=[C:17]([CH3:23])[CH:16]=1.[C:24](O)(=[O:27])[CH2:25][SH:26].